Dataset: Full USPTO retrosynthesis dataset with 1.9M reactions from patents (1976-2016). Task: Predict the reactants needed to synthesize the given product. (1) The reactants are: C([O:3][C:4](=[O:33])[CH:5]([O:30][CH2:31][CH3:32])[CH2:6][C:7]1[CH:12]=[CH:11][CH:10]=[C:9]([O:13][CH2:14][CH2:15][C:16]2[CH:21]=[CH:20][C:19]([NH:22][C:23]([O:25][C:26]([CH3:29])([CH3:28])[CH3:27])=[O:24])=[CH:18][CH:17]=2)[CH:8]=1)C.O.[OH-].[Li+]. Given the product [C:26]([O:25][C:23]([NH:22][C:19]1[CH:18]=[CH:17][C:16]([CH2:15][CH2:14][O:13][C:9]2[CH:8]=[C:7]([CH2:6][CH:5]([O:30][CH2:31][CH3:32])[C:4]([OH:33])=[O:3])[CH:12]=[CH:11][CH:10]=2)=[CH:21][CH:20]=1)=[O:24])([CH3:29])([CH3:28])[CH3:27], predict the reactants needed to synthesize it. (2) Given the product [Cl:1][C:2]1[CH:7]=[CH:6][CH:5]=[CH:4][C:3]=1[C:8]1[CH:19]=[C:18]2[C:14]([C:15]([CH2:23][N:24]([CH3:26])[CH3:25])=[CH:16][N:17]2[CH3:20])=[C:13]2[C:9]=1[C:10](=[O:22])[NH:11][C:12]2=[O:21], predict the reactants needed to synthesize it. The reactants are: [Cl:1][C:2]1[CH:7]=[CH:6][CH:5]=[CH:4][C:3]=1[C:8]1[CH:19]=[C:18]2[C:14]([CH:15]=[CH:16][N:17]2[CH3:20])=[C:13]2[C:9]=1[C:10](=[O:22])[NH:11][C:12]2=[O:21].[CH3:23][NH:24][CH3:25].[CH2:26]=O.